From a dataset of Reaction yield outcomes from USPTO patents with 853,638 reactions. Predict the reaction yield, written as a fraction of the theoretical maximum amount of product (1.0 means a 100% yield; for example, 0.34 means a 34% yield). (1) The reactants are [C:1]([O-:9])(=O)[C:2]1[CH:7]=[CH:6][CH:5]=[CH:4][CH:3]=1.[Na+].[CH2:11]([O:13][CH:14]([O:17][CH2:18][CH3:19])[CH2:15]Br)[CH3:12].CN(C)C=O. The catalyst is O. The product is [CH2:11]([O:13][CH:14]([O:17][CH2:18][CH3:19])[CH2:15][O:9][CH2:1][C:2]1[CH:3]=[CH:4][CH:5]=[CH:6][CH:7]=1)[CH3:12]. The yield is 0.811. (2) The reactants are [CH3:1][O:2][C:3]1[C:4]([NH:14][C:15](=[O:19])OCC)=[N:5][C:6]2[C:11]([N:12]=1)=[CH:10][C:9]([CH3:13])=[CH:8][CH:7]=2.[CH3:20][O:21][C:22]1[CH:27]=[CH:26][CH:25]=[CH:24][C:23]=1[N:28]1[CH2:33][CH2:32][NH:31][CH2:30][CH2:29]1. No catalyst specified. The product is [CH3:1][O:2][C:3]1[C:4]([NH:14][C:15]([N:31]2[CH2:30][CH2:29][N:28]([C:23]3[CH:24]=[CH:25][CH:26]=[CH:27][C:22]=3[O:21][CH3:20])[CH2:33][CH2:32]2)=[O:19])=[N:5][C:6]2[C:11]([N:12]=1)=[CH:10][C:9]([CH3:13])=[CH:8][CH:7]=2. The yield is 0.900. (3) The reactants are Cl[C:2]1[N:7]=[CH:6][C:5]([C:8]2[CH:9]=[CH:10][C:11](=[O:15])[N:12]([CH3:14])[CH:13]=2)=[CH:4][CH:3]=1.[NH2:16][NH2:17].CO. The catalyst is CC(O)C.O. The product is [NH:16]([C:2]1[N:7]=[CH:6][C:5]([C:8]2[CH:9]=[CH:10][C:11](=[O:15])[N:12]([CH3:14])[CH:13]=2)=[CH:4][CH:3]=1)[NH2:17]. The yield is 0.510. (4) The reactants are C(OC(=O)[NH:7][CH:8]1[CH2:13][CH2:12][N:11]([CH2:14][CH2:15][N:16]2[C:21]3[CH:22]=[CH:23][CH:24]=[CH:25][C:20]=3[O:19][CH2:18][C:17]2=[O:26])[CH2:10][CH2:9]1)(C)(C)C.NC1CCN(CCN2C3C(=CC=C(C#N)C=3)C=CC2=O)CC1. No catalyst specified. The product is [NH2:7][CH:8]1[CH2:13][CH2:12][N:11]([CH2:14][CH2:15][N:16]2[C:21]3[CH:22]=[CH:23][CH:24]=[CH:25][C:20]=3[O:19][CH2:18][C:17]2=[O:26])[CH2:10][CH2:9]1. The yield is 1.00. (5) The reactants are [CH3:1][O:2][C:3]1[CH:4]=[C:5]([CH2:11][CH2:12][CH3:13])[CH:6]=[CH:7][C:8]=1[O:9][CH3:10].C1(C)C=CC(S(O)(=O)=[O:21])=CC=1.C(C1C(=O)C(Cl)=C(Cl)C(=O)C=1C#N)#N. The catalyst is O1CCOCC1. The product is [CH3:1][O:2][C:3]1[CH:4]=[C:5]([CH:6]=[CH:7][C:8]=1[O:9][CH3:10])[CH:11]=[CH:12][CH:13]=[O:21]. The yield is 0.790. (6) The reactants are [CH3:1][CH2:2][C:3]1[CH:8]=[CH:7][C:6]2[NH:9][CH:10]=[C:11]([CH2:12]N(C)C)[C:5]=2[CH:4]=1.[C:16]([O:24][CH2:25][CH3:26])(=[O:23])[CH2:17][C:18]([O:20][CH2:21][CH3:22])=[O:19].[Na].Cl. No catalyst specified. The product is [CH2:21]([O:20][C:18](=[O:19])[CH:17]([CH2:12][C:11]1[C:5]2[C:6](=[CH:7][CH:8]=[C:3]([CH2:2][CH3:1])[CH:4]=2)[NH:9][CH:10]=1)[C:16]([O:24][CH2:25][CH3:26])=[O:23])[CH3:22]. The yield is 0.850. (7) The reactants are [OH:1][CH2:2][CH:3]1[CH2:7][N:6]([C@@H:8]([CH2:16][CH3:17])[C:9]([O:11][C:12]([CH3:15])([CH3:14])[CH3:13])=[O:10])[C:5](=[O:18])[CH2:4]1. The catalyst is C(Cl)Cl.N1C=CC=CC=1. The product is [C:12]([O:11][C:9]([C@@H:8]([N:6]1[C:5](=[O:18])[CH2:4][CH:3]([CH:2]=[O:1])[CH2:7]1)[CH2:16][CH3:17])=[O:10])([CH3:15])([CH3:13])[CH3:14]. The yield is 0.410. (8) The reactants are [Br:1][C:2]1[CH:7]=[CH:6][C:5]([S:8]([C:11]2[N:12]=[N:13][C:14]([O:17]C)=[CH:15][CH:16]=2)(=[O:10])=[O:9])=[C:4]([F:19])[CH:3]=1.Cl. The catalyst is O1CCOCC1. The product is [Br:1][C:2]1[CH:7]=[CH:6][C:5]([S:8]([C:11]2[CH:16]=[CH:15][C:14](=[O:17])[NH:13][N:12]=2)(=[O:10])=[O:9])=[C:4]([F:19])[CH:3]=1. The yield is 0.900. (9) The reactants are Br[C:2]1[NH:6][CH:5]=[C:4]([C:7]([O:9][CH3:10])=[O:8])[C:3]=1[CH3:11].[F:12][C:13]1[CH:18]=[CH:17][C:16](B(O)O)=[C:15]([C:22]([F:25])([F:24])[F:23])[CH:14]=1.C([O-])([O-])=O.[Na+].[Na+]. The catalyst is C1(C)C=CC=CC=1.O.C(OCC)(=O)C.C1(P(C2C=CC=CC=2)C2C=CC=CC=2)C=CC=CC=1.C1(P(C2C=CC=CC=2)C2C=CC=CC=2)C=CC=CC=1.C1(P(C2C=CC=CC=2)C2C=CC=CC=2)C=CC=CC=1.C1(P(C2C=CC=CC=2)C2C=CC=CC=2)C=CC=CC=1.[Pd]. The product is [F:12][C:13]1[CH:18]=[CH:17][C:16]([C:2]2[NH:6][CH:5]=[C:4]([C:7]([O:9][CH3:10])=[O:8])[C:3]=2[CH3:11])=[C:15]([C:22]([F:23])([F:24])[F:25])[CH:14]=1. The yield is 0.620.